From a dataset of Retrosynthesis with 50K atom-mapped reactions and 10 reaction types from USPTO. Predict the reactants needed to synthesize the given product. (1) Given the product CC(C)c1cc(Br)cc(F)c1O, predict the reactants needed to synthesize it. The reactants are: COc1c(F)cc(Br)cc1C(C)C. (2) Given the product O=C(O)c1ccc(-c2ccccc2Cl)s1, predict the reactants needed to synthesize it. The reactants are: COC(=O)c1ccc(-c2ccccc2Cl)s1.